From a dataset of NCI-60 drug combinations with 297,098 pairs across 59 cell lines. Regression. Given two drug SMILES strings and cell line genomic features, predict the synergy score measuring deviation from expected non-interaction effect. (1) Drug 1: C1=CC(=C2C(=C1NCCNCCO)C(=O)C3=C(C=CC(=C3C2=O)O)O)NCCNCCO. Drug 2: CC(C)NC(=O)C1=CC=C(C=C1)CNNC.Cl. Cell line: NCI-H460. Synergy scores: CSS=34.1, Synergy_ZIP=5.27, Synergy_Bliss=1.54, Synergy_Loewe=-31.9, Synergy_HSA=-0.0673. (2) Synergy scores: CSS=29.5, Synergy_ZIP=-5.83, Synergy_Bliss=-4.91, Synergy_Loewe=-0.975, Synergy_HSA=0.257. Cell line: SNB-19. Drug 2: C1CC(C1)(C(=O)O)C(=O)O.[NH2-].[NH2-].[Pt+2]. Drug 1: C1C(C(OC1N2C=NC3=C(N=C(N=C32)Cl)N)CO)O. (3) Drug 1: C1=CC(=CC=C1CCCC(=O)O)N(CCCl)CCCl. Drug 2: CC1=C(C(=O)C2=C(C1=O)N3CC4C(C3(C2COC(=O)N)OC)N4)N. Cell line: NCI-H460. Synergy scores: CSS=51.7, Synergy_ZIP=-4.72, Synergy_Bliss=-8.74, Synergy_Loewe=-16.6, Synergy_HSA=-4.93. (4) Cell line: HOP-62. Drug 2: C1=CC=C(C(=C1)C(C2=CC=C(C=C2)Cl)C(Cl)Cl)Cl. Synergy scores: CSS=-2.94, Synergy_ZIP=1.77, Synergy_Bliss=0.584, Synergy_Loewe=-3.74, Synergy_HSA=-4.45. Drug 1: CN(C)C1=NC(=NC(=N1)N(C)C)N(C)C. (5) Drug 1: C1CCC(C(C1)N)N.C(=O)(C(=O)[O-])[O-].[Pt+4]. Drug 2: N.N.Cl[Pt+2]Cl. Cell line: ACHN. Synergy scores: CSS=64.7, Synergy_ZIP=-8.41, Synergy_Bliss=-1.05, Synergy_Loewe=-4.74, Synergy_HSA=-0.502. (6) Drug 1: C1CN1C2=NC(=NC(=N2)N3CC3)N4CC4. Drug 2: C(CCl)NC(=O)N(CCCl)N=O. Cell line: SR. Synergy scores: CSS=81.7, Synergy_ZIP=0.970, Synergy_Bliss=1.67, Synergy_Loewe=-2.20, Synergy_HSA=3.66. (7) Drug 1: CC1C(C(CC(O1)OC2CC(OC(C2O)C)OC3=CC4=CC5=C(C(=O)C(C(C5)C(C(=O)C(C(C)O)O)OC)OC6CC(C(C(O6)C)O)OC7CC(C(C(O7)C)O)OC8CC(C(C(O8)C)O)(C)O)C(=C4C(=C3C)O)O)O)O. Cell line: U251. Synergy scores: CSS=57.7, Synergy_ZIP=3.06, Synergy_Bliss=4.01, Synergy_Loewe=-12.9, Synergy_HSA=-1.95. Drug 2: C1=NNC2=C1C(=O)NC=N2.